Dataset: Peptide-MHC class I binding affinity with 185,985 pairs from IEDB/IMGT. Task: Regression. Given a peptide amino acid sequence and an MHC pseudo amino acid sequence, predict their binding affinity value. This is MHC class I binding data. (1) The peptide sequence is VKIPTHRHI. The MHC is HLA-A29:02 with pseudo-sequence HLA-A29:02. The binding affinity (normalized) is 0.109. (2) The peptide sequence is IMYDHLPGF. The MHC is HLA-A03:01 with pseudo-sequence HLA-A03:01. The binding affinity (normalized) is 0.0847. (3) The peptide sequence is YFARRFKYL. The MHC is HLA-B35:01 with pseudo-sequence HLA-B35:01. The binding affinity (normalized) is 0.0847.